From a dataset of Reaction yield outcomes from USPTO patents with 853,638 reactions. Predict the reaction yield, written as a fraction of the theoretical maximum amount of product (1.0 means a 100% yield; for example, 0.34 means a 34% yield). (1) The reactants are C(OC([NH:8][CH2:9][CH2:10][CH2:11][CH2:12][CH2:13][C:14]([NH:16][CH:17]([CH2:21][NH:22][C:23]([C:25]1[CH:26]=[C:27]2[C:31](=[CH:32][CH:33]=1)[N:30]([CH2:34][CH2:35][CH2:36][NH:37][C:38]1[NH:39][CH:40]=[CH:41][N:42]=1)[N:29]=[CH:28]2)=[O:24])[C:18]([OH:20])=[O:19])=[O:15])=O)(C)(C)C.FC(F)(F)C(O)=O. The catalyst is C(Cl)Cl. The product is [NH2:8][CH2:9][CH2:10][CH2:11][CH2:12][CH2:13][C:14]([NH:16][CH:17]([CH2:21][NH:22][C:23]([C:25]1[CH:26]=[C:27]2[C:31](=[CH:32][CH:33]=1)[N:30]([CH2:34][CH2:35][CH2:36][NH:37][C:38]1[NH:39][CH:40]=[CH:41][N:42]=1)[N:29]=[CH:28]2)=[O:24])[C:18]([OH:20])=[O:19])=[O:15]. The yield is 0.910. (2) The reactants are C(NC(C)C)(C)C.C([Li])CCC.[C:13]1([CH:19]2[CH2:23][CH2:22][CH2:21][C:20]2=[O:24])[CH:18]=[CH:17][CH:16]=[CH:15][CH:14]=1.[C:25](C#N)(=[O:29])[O:26][CH2:27][CH3:28]. The catalyst is C1COCC1. The product is [O:24]=[C:20]1[CH:19]([C:13]2[CH:18]=[CH:17][CH:16]=[CH:15][CH:14]=2)[CH2:23][CH2:22][CH:21]1[C:25]([O:26][CH2:27][CH3:28])=[O:29]. The yield is 0.730.